Dataset: Experimentally validated miRNA-target interactions with 360,000+ pairs, plus equal number of negative samples. Task: Binary Classification. Given a miRNA mature sequence and a target amino acid sequence, predict their likelihood of interaction. (1) The miRNA is hsa-miR-3679-5p with sequence UGAGGAUAUGGCAGGGAAGGGGA. The protein sequence of the target gene is MTRDFKPGDLIFAKMKGYPHWPARVDEVPDGAVKPPTNKLPIFFFGTHETAFLGPKDIFPYSENKEKYGKPNKRKGFNEGLWEIDNNPKVKFSSQQASTKQSNASSDVEVEEKETNVSKEDTDQEEKASNEDVTKAVDITTPKAARRGRKRKAEKQVDTEEAGMVTAATASNVKASPKRGRPAATEVKIPKPRGRPKVVKQPCPSDGDMVIDEDKSKKKGPEEKQPKKQLKKEEEGQKEEEKPRKEPDKKEGKKEVESKRKNLAKPGVTSTSDSEDEDDQEGEKKRKGGRNFQAAHRRNM.... Result: 0 (no interaction). (2) The miRNA is mmu-miR-669b-5p with sequence AGUUUUGUGUGCAUGUGCAUGU. The protein sequence of the target gene is MDEEPERTKRWEGGYERTWEILKEDETGSLKATIEDILFKAKRKRVFEHHGQVRLGMMRHLYVVVDGSRTMEDQDLKPNRLTCTLKLLEYFVEEYFDQNPISQIGIIVTKSKRAEKLTELSGNPRKHITSLKKAVDMTCHGEPSLYNSLSMAMQTLKHMPGHTSREVLIIFSSLTTCDPSNIYDLIKTLKTAKIRVSVIGLSAEVRVCTVLARETGGTYHVILDETHYKELLAHHVSPPPASSSSECSLIRMGFPQHTIASLSDQDAKPSFSMAHLDNNSTEPGLTLGGYFCPQCRAKYC.... Result: 1 (interaction). (3) The miRNA is hsa-miR-15b-5p with sequence UAGCAGCACAUCAUGGUUUACA. The protein sequence of the target gene is MTDGKLSTSTNGVAFMGILDGRPGNPLQNLQHVNLKAPRLLSAPEYGPKLKLRALEDRHSLQSVDSGIPTLEIGNPEPVPCSAVHVRRKQSDSDLIPERAFQSACALPSCAPPAPSSTEREQSVRKSSTFPRTGYDSVKLYSPTSKALTRSDDVSVCSVSSLGTELSTTLSVSNEDILDLVVTSSSSAIVTLENDDDPQFTNVTLSSIKETRGLHQQDCVHEAEEGSKLKILGPFSNFFARNLLARKQSARLDKHNDLGWKLFGKAPLRENAQKDSKRIQKEYEDKAGRPSKPPSPKQNV.... Result: 1 (interaction). (4) The miRNA is mmu-miR-1981-5p with sequence GUAAAGGCUGGGCUUAGACGUGGC. The protein sequence of the target gene is MEDEAVLDRGASFLKHVCDEEEVEGHHTIYIGVHVPKSYRRRRRHKRKAGHKEKKEKERISENYSDKSDVENADESSSSILKPLISPAAERIRFILGEEDDSPAPPQLFTELDELLAVDGQEMEWKETARWIKFEEKVEQGGERWSKPHVATLSLHSLFELRTCMEKGSIMLDREASSLPQLVEMIADHQIETGLLKPDLKDKVTYTLLRKHRHQTKKSNLRSLADIGKTVSSASRMFSNPDNGSPAMTHRNLTSSSLNDISDKPEKDQLKNKFMKKLPRDAEASNVLVGEVDFLDTPFI.... Result: 1 (interaction). (5) The miRNA is mmu-miR-24-3p with sequence UGGCUCAGUUCAGCAGGAACAG. The protein sequence of the target gene is MWSAQLLSQLLPLWPLLLLSVLPPAQGSSHRSPPAPARPPCVRGGPSAPRHVCVWERAPPPSRSPRVPRSRRQVVPGTAPPATPSGFEEGPPSSQYPWAIVWGPTVSREDGGDPNSVNPGFLPLDYGFAAPHGLATPHPNSDSMRDDGDGLILGETPATLRPFLFGGRGEGVDPQLYVTITISIIIVLVATGIIFKFCWDRSQKRRRPSGQQGALRQEESQQPLTDLSPAGVTVLGAFGDSPTPTPDHEEPRGGPRPGMPQPKGAPAFQLNRIPLVNL. Result: 1 (interaction). (6) The miRNA is mmu-miR-669f-3p with sequence CAUAUACAUACACACACACGUAU. The protein sequence of the target gene is MHLGAYRTRHGKVSPTTETKLFLRFIVLCVVWISVHAQGQGIDILQQLGLGGRDVRYTSSVTAVPSSSWSTPLPQGVHLTDFGVILTDNAYIESPLVNILPISLRQPLTVLIGLQSFKVNNAFLFSIRNNNRLQFGVQLLPKKLIVHVGGKQTVTFNYSAHDERWHSFAITVDHHVISMFVECGKRHFSGETTSDVQTFDPHSVFTLGSINNSSAHFEGTVCQLEIMPSTAASAEYCRHLKQQCLRADASQAQRNLPHTAGMPTRHPAHTPLPRGFPGTDSPQKRFTEQDSLPKGFDGTE.... Result: 1 (interaction). (7) The miRNA is mmu-miR-370-3p with sequence GCCUGCUGGGGUGGAACCUGGU. The protein sequence of the target gene is MAYQSLRLEYLQIPPVSRAYTTACVLTTAAVQLELITPFQLYFNPELIFKHFQIWRLITNFLFFGPVGFNFLFNMIFLYRYCRMLEEGSFRGRTADFVFMFLFGGFLMTLFGLFVSLVFLGQAFTIMLVYVWSRRNPYVRMNFFGLLNFQAPFLPWVLMGFSLLLGNSIIVDLLGIAVGHIYFFLEDIFPNQPGGIRILKTPSILRTIFDTPDEDPNYNPLPEERPGGFAWGEGQRLGG. Result: 0 (no interaction).